Regression/Classification. Given a drug SMILES string, predict its absorption, distribution, metabolism, or excretion properties. Task type varies by dataset: regression for continuous measurements (e.g., permeability, clearance, half-life) or binary classification for categorical outcomes (e.g., BBB penetration, CYP inhibition). Dataset: pampa_ncats. From a dataset of PAMPA (Parallel Artificial Membrane Permeability Assay) permeability data from NCATS. The drug is C1CC1NC(=O)NC2=C(NN=C2)C3=NC4=C(N3)C=C(C=C4)CN5CCOCC5. The result is 0 (low-to-moderate permeability).